This data is from Forward reaction prediction with 1.9M reactions from USPTO patents (1976-2016). The task is: Predict the product of the given reaction. (1) Given the reactants [F:1][C:2]1[CH:3]=[C:4]([CH2:15][NH2:16])[CH:5]=[CH:6][C:7]=1[C:8]1[CH:13]=[CH:12][N:11]=[C:10]([CH3:14])[CH:9]=1.[N:17]1[CH:22]=[C:21]([C:23]2[CH:31]=[CH:30][C:26]([C:27](O)=[O:28])=[CH:25][CH:24]=2)[CH:20]=[N:19][CH:18]=1.CN(C(ON1N=NC2C=CC=NC1=2)=[N+](C)C)C.F[P-](F)(F)(F)(F)F.C(N(CC)C(C)C)(C)C, predict the reaction product. The product is: [F:1][C:2]1[CH:3]=[C:4]([CH:5]=[CH:6][C:7]=1[C:8]1[CH:13]=[CH:12][N:11]=[C:10]([CH3:14])[CH:9]=1)[CH2:15][NH:16][C:27](=[O:28])[C:26]1[CH:25]=[CH:24][C:23]([C:21]2[CH:20]=[N:19][CH:18]=[N:17][CH:22]=2)=[CH:31][CH:30]=1. (2) Given the reactants [NH2:1][C:2]1[N:3]=[C:4]2[CH:9]=[CH:8][C:7]([O:10][C:11]3[CH:12]=[C:13]([NH:17][C:18]([C:20]4[C:25]([CH3:26])=[CH:24][CH:23]=[CH:22][N:21]=4)=[O:19])[CH:14]=[CH:15][CH:16]=3)=[CH:6][N:5]2[CH:27]=1.[C:28](Cl)(=[O:31])[CH2:29][CH3:30].CO.C(=O)([O-])[O-].[Na+].[Na+], predict the reaction product. The product is: [CH3:26][C:25]1[C:20]([C:18]([NH:17][C:13]2[CH:14]=[CH:15][CH:16]=[C:11]([O:10][C:7]3[CH:8]=[CH:9][C:4]4[N:5]([CH:27]=[C:2]([NH:1][C:28](=[O:31])[CH2:29][CH3:30])[N:3]=4)[CH:6]=3)[CH:12]=2)=[O:19])=[N:21][CH:22]=[CH:23][CH:24]=1. (3) Given the reactants [CH2:1]([N:8]1[CH2:14][C:13]2[N:15]=[CH:16][C:17](Cl)=[N:18][C:12]=2[O:11][CH2:10][CH2:9]1)[C:2]1[CH:7]=[CH:6][CH:5]=[CH:4][CH:3]=1.C1(P(C2CCCCC2)C2C=CC=CC=2C2C=CC=CC=2)CCCCC1.C[Si](C)(C)[N-:47][Si](C)(C)C.[Li+].Cl.C(=O)([O-])O.[Na+], predict the reaction product. The product is: [CH2:1]([N:8]1[CH2:14][C:13]2[N:15]=[CH:16][C:17]([NH2:47])=[N:18][C:12]=2[O:11][CH2:10][CH2:9]1)[C:2]1[CH:7]=[CH:6][CH:5]=[CH:4][CH:3]=1. (4) Given the reactants [CH2:1]([O:8][C:9]([NH:11][CH2:12][CH2:13][CH2:14][C:15]([OH:17])=O)=[O:10])[C:2]1[CH:7]=[CH:6][CH:5]=[CH:4][CH:3]=1.Cl.[CH2:19]([N:21]=[C:22]=NCCCN(C)C)C.CN(CCCN=C=NCC)C.ON1C2C=CC=CC=2N=N1.CNC, predict the reaction product. The product is: [CH3:19][N:21]([CH3:22])[C:15]([CH2:14][CH2:13][CH2:12][NH:11][C:9](=[O:10])[O:8][CH2:1][C:2]1[CH:7]=[CH:6][CH:5]=[CH:4][CH:3]=1)=[O:17]. (5) Given the reactants [C:14]1(P([C:14]2[CH:19]=[CH:18][CH:17]=[CH:16][CH:15]=2)[C:14]2[CH:19]=[CH:18][CH:17]=[CH:16][CH:15]=2)[CH:19]=[CH:18][CH:17]=[CH:16][CH:15]=1.[CH3:20][CH:21]([O:23]C(/N=N/C(OC(C)C)=O)=O)C.CCN(C(C)C)C(C)C.[CH2:43]([O:50][C:51]([NH:53][C:54]1([CH2:57][OH:58])[CH2:56][CH2:55]1)=[O:52])[C:44]1[CH:49]=[CH:48][CH:47]=[CH:46][CH:45]=1.C1C[O:62][CH2:61]C1, predict the reaction product. The product is: [C:21]([C:14]1[CH:15]=[CH:16][C:17]([O:58][CH2:57][C:54]2([NH:53][C:51]([O:50][CH2:43][C:44]3[CH:45]=[CH:46][CH:47]=[CH:48][CH:49]=3)=[O:52])[CH2:55][CH2:56]2)=[C:18]([O:62][CH3:61])[CH:19]=1)(=[O:23])[CH3:20]. (6) Given the reactants [CH3:1][O:2][C:3]1[CH:4]=[C:5]2[C:10](=[CH:11][C:12]=1[O:13][CH3:14])[N:9]=[CH:8][CH:7]=[C:6]2[O:15][C:16]1[CH:22]=[CH:21][C:19]([NH2:20])=[CH:18][CH:17]=1.C(N(CC)CC)C.[C:30](Cl)(Cl)=[S:31].[CH2:34]([N:36]([CH2:40][CH3:41])[CH2:37][CH2:38][NH2:39])[CH3:35], predict the reaction product. The product is: [CH3:1][O:2][C:3]1[CH:4]=[C:5]2[C:10](=[CH:11][C:12]=1[O:13][CH3:14])[N:9]=[CH:8][CH:7]=[C:6]2[O:15][C:16]1[CH:22]=[CH:21][C:19]([NH:20][C:30]([NH:39][CH2:38][CH2:37][N:36]([CH2:40][CH3:41])[CH2:34][CH3:35])=[S:31])=[CH:18][CH:17]=1. (7) The product is: [CH2:9]([NH:8][C:4]1[CH:3]=[C:2]([N:17]2[CH2:18][CH2:19][N:14]([CH3:13])[CH2:15][CH2:16]2)[CH:7]=[CH:6][N:5]=1)[CH:10]([CH3:12])[CH3:11]. Given the reactants Br[C:2]1[CH:7]=[CH:6][N:5]=[C:4]([NH:8][CH2:9][CH:10]([CH3:12])[CH3:11])[CH:3]=1.[CH3:13][N:14]1[CH2:19][CH2:18][NH:17][CH2:16][CH2:15]1.CC(C1C=C(C(C)C)C(C2C=CC=CC=2P(C2CCCCC2)C2CCCCC2)=C(C(C)C)C=1)C.[Li+].C[Si]([N-][Si](C)(C)C)(C)C, predict the reaction product. (8) Given the reactants [Cl:1][C:2]1[S:14][C:5]2[NH:6][C:7](=[O:13])[C:8]([C:11]#[N:12])=[C:9]([OH:10])[C:4]=2[C:3]=1[C:15]1[CH:20]=[CH:19][C:18]([O:21][CH2:22][C:23]2([OH:28])[CH2:27][CH:26]=[CH:25][CH2:24]2)=[CH:17][CH:16]=1.[N+](C([O-])=O)(C([O-])=O)=[N-].[K+].[K+].CC(O)=O, predict the reaction product. The product is: [Cl:1][C:2]1[S:14][C:5]2[NH:6][C:7](=[O:13])[C:8]([C:11]#[N:12])=[C:9]([OH:10])[C:4]=2[C:3]=1[C:15]1[CH:16]=[CH:17][C:18]([O:21][CH2:22][C:23]2([OH:28])[CH2:24][CH2:25][CH2:26][CH2:27]2)=[CH:19][CH:20]=1. (9) Given the reactants [CH3:1][O:2][C:3]1[CH:28]=[CH:27][C:6]([CH2:7][NH:8][C:9]([C:11]2[CH:26]=[CH:25][C:14]3S[C:16]4[CH:24]=[CH:23][CH:22]=[CH:21][C:17]=4[C:18](=[O:20])[NH:19][C:13]=3[CH:12]=2)=[O:10])=[CH:5][CH:4]=1.OO.[O-:31][S:32]([O-:35])(=S)=O.[Na+].[Na+], predict the reaction product. The product is: [CH3:1][O:2][C:3]1[CH:4]=[CH:5][C:6]([CH2:7][NH:8][C:9]([C:11]2[CH:26]=[CH:25][C:14]3[S:32](=[O:35])(=[O:31])[C:16]4[CH:24]=[CH:23][CH:22]=[CH:21][C:17]=4[C:18](=[O:20])[NH:19][C:13]=3[CH:12]=2)=[O:10])=[CH:27][CH:28]=1.